This data is from Full USPTO retrosynthesis dataset with 1.9M reactions from patents (1976-2016). The task is: Predict the reactants needed to synthesize the given product. (1) Given the product [F:19][C:18]([F:20])([F:21])[O:17][C:14]1[CH:13]=[CH:12][C:11]([O:10][C:7]2[CH:8]=[CH:9][C:4]([NH2:1])=[CH:5][CH:6]=2)=[CH:16][CH:15]=1, predict the reactants needed to synthesize it. The reactants are: [N+:1]([C:4]1[CH:9]=[CH:8][C:7]([O:10][C:11]2[CH:16]=[CH:15][C:14]([O:17][C:18]([F:21])([F:20])[F:19])=[CH:13][CH:12]=2)=[CH:6][CH:5]=1)([O-])=O. (2) Given the product [CH:26]([S:29]([N:32]1[C:36]2[CH:37]=[C:38]([C:4]3[S:3][C:2]([CH3:1])=[N:6][C:5]=3[C:7]3[CH:8]=[CH:9][CH:10]=[CH:11][CH:12]=3)[CH:39]=[CH:40][C:35]=2[N:34]=[C:33]1[NH2:42])(=[O:30])=[O:31])([CH3:28])[CH3:27], predict the reactants needed to synthesize it. The reactants are: [CH3:1][C:2]1[S:3][C:4]([Sn](CCCC)(CCCC)CCCC)=[C:5]([C:7]2[CH:12]=[CH:11][CH:10]=[CH:9][CH:8]=2)[N:6]=1.[CH:26]([S:29]([N:32]1[C:36]2[CH:37]=[C:38](I)[CH:39]=[CH:40][C:35]=2[N:34]=[C:33]1[NH2:42])(=[O:31])=[O:30])([CH3:28])[CH3:27]. (3) Given the product [C:36]([C:34]1[CH:35]=[C:31]([C:28]2[CH:27]=[CH:26][C:25](/[CH:24]=[CH:23]/[CH2:22][NH:8][C@H:9]([C:14]([O:16][CH:17]3[CH2:21][CH2:20][CH2:19][CH2:18]3)=[O:15])[CH2:10][CH:11]([CH3:12])[CH3:13])=[CH:30][CH:29]=2)[S:32][C:33]=1[NH:39][C:40](=[O:42])[NH2:41])(=[O:38])[NH2:37], predict the reactants needed to synthesize it. The reactants are: C(OC([N:8]([CH2:22]/[CH:23]=[CH:24]/[C:25]1[CH:30]=[CH:29][C:28]([C:31]2[S:32][C:33]([NH:39][C:40](=[O:42])[NH2:41])=[C:34]([C:36](=[O:38])[NH2:37])[CH:35]=2)=[CH:27][CH:26]=1)[C@H:9]([C:14]([O:16][CH:17]1[CH2:21][CH2:20][CH2:19][CH2:18]1)=[O:15])[CH2:10][CH:11]([CH3:13])[CH3:12])=O)(C)(C)C.FC(F)(F)C(O)=O.CCCC(C)C. (4) The reactants are: C[O:2][C:3](=[O:35])[CH2:4][CH2:5][NH:6][C:7](=[O:34])[C:8]1[CH:13]=[CH:12][C:11]([CH:14]([O:17][C:18]2[CH:23]=[CH:22][C:21]([C:24]3[CH:29]=[CH:28][C:27]([C:30]([F:33])([F:32])[F:31])=[CH:26][CH:25]=3)=[CH:20][CH:19]=2)[CH2:15][CH3:16])=[CH:10][CH:9]=1.[OH-].[Na+]. Given the product [F:31][C:30]([F:32])([F:33])[C:27]1[CH:26]=[CH:25][C:24]([C:21]2[CH:22]=[CH:23][C:18]([O:17][CH:14]([C:11]3[CH:10]=[CH:9][C:8]([C:7]([NH:6][CH2:5][CH2:4][C:3]([OH:35])=[O:2])=[O:34])=[CH:13][CH:12]=3)[CH2:15][CH3:16])=[CH:19][CH:20]=2)=[CH:29][CH:28]=1, predict the reactants needed to synthesize it. (5) Given the product [F:15][C:16]1[CH:17]=[C:18]([CH:21]=[C:22]([F:24])[C:23]=1[CH:28]=[O:29])[C:19]#[N:20], predict the reactants needed to synthesize it. The reactants are: [Li]CCCC.CCN(C(C)C)C(C)C.[F:15][C:16]1[CH:17]=[C:18]([CH:21]=[C:22]([F:24])[CH:23]=1)[C:19]#[N:20].CN([CH:28]=[O:29])C. (6) Given the product [F:1][C:2]1[CH:3]=[C:4]([C:13]2[C:14]([Cl:20])=[CH:15][CH:16]=[CH:17][C:18]=2[Cl:19])[C:5]2[O:9][CH:8]([CH2:10][O:11][S:27]([C:24]3[CH:25]=[CH:26][C:21]([CH3:31])=[CH:22][CH:23]=3)(=[O:29])=[O:28])[S:7][C:6]=2[CH:12]=1, predict the reactants needed to synthesize it. The reactants are: [F:1][C:2]1[CH:3]=[C:4]([C:13]2[C:18]([Cl:19])=[CH:17][CH:16]=[CH:15][C:14]=2[Cl:20])[C:5]2[O:9][CH:8]([CH2:10][OH:11])[S:7][C:6]=2[CH:12]=1.[C:21]1([CH3:31])[CH:26]=[CH:25][C:24]([S:27](Cl)(=[O:29])=[O:28])=[CH:23][CH:22]=1. (7) The reactants are: [N:1]1[N:9]2[C:4]([N:5]=[C:6]3[CH2:15][CH2:14][CH2:13]CC[C:7]3=[C:8]2[OH:10])=[CH:3][CH:2]=1.COC(C1CCCC1=O)=O.N1NC(N)=CC=1. Given the product [N:1]1[N:9]2[C:4]([N:5]=[C:6]3[C:7](=[C:8]2[OH:10])[CH2:13][CH2:14][CH2:15]3)=[CH:3][CH:2]=1, predict the reactants needed to synthesize it.